Task: Predict the reaction yield, written as a fraction of the theoretical maximum amount of product (1.0 means a 100% yield; for example, 0.34 means a 34% yield).. Dataset: Reaction yield outcomes from USPTO patents with 853,638 reactions (1) The reactants are Br[C:2]1[CH:3]=[CH:4][C:5]2[N:6]([C:8]([C:11]3[CH:18]=[CH:17][C:14]([C:15]#[N:16])=[CH:13][CH:12]=3)=[CH:9][N:10]=2)[CH:7]=1.C[C:20]1[CH:25]=[C:24](B2OC(C)(C)C(C)(C)O2)[CH:23]=[CH:22][C:21]=1[C:35]([N:37]1[CH2:42][CH2:41][N:40]([CH3:43])[CH2:39][CH2:38]1)=[O:36].[O-]P([O-])([O-])=O.[K+].[K+].[K+].O1CCOC[CH2:53]1. The catalyst is O.C1C=CC([P]([Pd]([P](C2C=CC=CC=2)(C2C=CC=CC=2)C2C=CC=CC=2)([P](C2C=CC=CC=2)(C2C=CC=CC=2)C2C=CC=CC=2)[P](C2C=CC=CC=2)(C2C=CC=CC=2)C2C=CC=CC=2)(C2C=CC=CC=2)C2C=CC=CC=2)=CC=1. The product is [CH3:53][C:25]1[CH:20]=[C:21]([C:35]([N:37]2[CH2:38][CH2:39][N:40]([CH3:43])[CH2:41][CH2:42]2)=[O:36])[CH:22]=[CH:23][C:24]=1[C:2]1[CH:3]=[CH:4][C:5]2[N:6]([C:8]([C:11]3[CH:18]=[CH:17][C:14]([C:15]#[N:16])=[CH:13][CH:12]=3)=[CH:9][N:10]=2)[CH:7]=1. The yield is 0.990. (2) The reactants are [F:1][C:2]1[CH:3]=[C:4]([C:10]2[C:15]([C:16]3[CH:21]=[CH:20][C:19]([O:22][CH3:23])=[CH:18][CH:17]=3)=[N:14][NH:13][C:12](=[O:24])[CH:11]=2)[CH:5]=[CH:6][C:7]=1[O:8][CH3:9].[Cl:25][C:26]1[CH:35]=[CH:34][C:29]([CH:30]=[CH:31][CH2:32]Cl)=[CH:28][CH:27]=1. No catalyst specified. The product is [Cl:25][C:26]1[CH:35]=[CH:34][C:29]([CH:30]=[CH:31][CH2:32][N:13]2[C:12](=[O:24])[CH:11]=[C:10]([C:4]3[CH:5]=[CH:6][C:7]([O:8][CH3:9])=[C:2]([F:1])[CH:3]=3)[C:15]([C:16]3[CH:17]=[CH:18][C:19]([O:22][CH3:23])=[CH:20][CH:21]=3)=[N:14]2)=[CH:28][CH:27]=1. The yield is 0.587. (3) The reactants are [O:1]=[C:2]1[C:10]2[C:5](=[CH:6][CH:7]=[CH:8][CH:9]=2)[C:4](=[O:11])[N:3]1[CH2:12][CH:13]=O.Cl.[NH2:16][CH2:17][CH2:18][SH:19].C([O-])(=O)C.[K+].C([O-])(O)=O.[Na+]. The catalyst is CCO.O. The product is [S:19]1[CH2:18][CH2:17][NH:16][CH:13]1[CH2:12][N:3]1[C:4](=[O:11])[C:5]2[C:10](=[CH:9][CH:8]=[CH:7][CH:6]=2)[C:2]1=[O:1]. The yield is 0.820.